From a dataset of Full USPTO retrosynthesis dataset with 1.9M reactions from patents (1976-2016). Predict the reactants needed to synthesize the given product. (1) Given the product [Br:13][C:8]1[CH:7]=[C:3]2[C:2](=[C:10]([OH:11])[C:9]=1[CH3:12])[N:1]=[CH:14][NH:16][C:4]2=[O:5], predict the reactants needed to synthesize it. The reactants are: [NH2:1][C:2]1[C:10]([OH:11])=[C:9]([CH3:12])[C:8]([Br:13])=[CH:7][C:3]=1[C:4](O)=[O:5].[CH:14]([NH2:16])=O. (2) Given the product [NH2:1][C:2]1[N:7]=[C:6]([NH:8][C@H:9]([C:11]2[N:16]=[C:15]3[CH:17]=[CH:18][N:19]([CH3:20])[C:14]3=[CH:13][C:12]=2[N:21]2[CH2:26][CH2:25][CH2:24][C@H:23]([NH2:27])[CH2:22]2)[CH3:10])[C:5]([C:38]#[N:39])=[C:4]([CH3:40])[N:3]=1, predict the reactants needed to synthesize it. The reactants are: [NH2:1][C:2]1[N:7]=[C:6]([NH:8][C@H:9]([C:11]2[N:16]=[C:15]3[CH:17]=[CH:18][N:19]([CH3:20])[C:14]3=[CH:13][C:12]=2[N:21]2[CH2:26][CH2:25][CH2:24][C@H:23]([N:27]3C(=O)C4C(=CC=CC=4)C3=O)[CH2:22]2)[CH3:10])[C:5]([C:38]#[N:39])=[C:4]([CH3:40])[N:3]=1.O.NN. (3) Given the product [Cl:15][CH2:16][C:17]([NH:1][CH2:2][C:3]1[CH:8]=[CH:7][CH:6]=[CH:5][N:4]=1)=[O:18], predict the reactants needed to synthesize it. The reactants are: [NH2:1][CH2:2][C:3]1[CH:8]=[CH:7][CH:6]=[CH:5][N:4]=1.C(=O)([O-])[O-].[K+].[K+].[Cl:15][CH2:16][C:17](Cl)=[O:18]. (4) Given the product [Br:12][CH2:6][CH2:5][C:4]1[CH:8]=[CH:9][CH:10]=[C:2]([Cl:1])[CH:3]=1, predict the reactants needed to synthesize it. The reactants are: [Cl:1][C:2]1[CH:3]=[C:4]([CH:8]=[CH:9][CH:10]=1)[CH2:5][CH2:6]O.C(Br)(Br)(Br)[Br:12]. (5) Given the product [OH:2][C:3]1[CH:4]=[CH:5][C:6]([C:9]2([C:17]3[CH:18]=[CH:19][C:20]([OH:23])=[CH:21][CH:22]=3)[CH2:11][CH:10]2[CH2:12][CH2:13][CH2:14][CH2:15][CH3:16])=[CH:7][CH:8]=1, predict the reactants needed to synthesize it. The reactants are: C[O:2][C:3]1[CH:8]=[CH:7][C:6]([C:9]2([C:17]3[CH:22]=[CH:21][C:20]([O:23]C)=[CH:19][CH:18]=3)[CH2:11][CH:10]2[CH2:12][CH2:13][CH2:14][CH2:15][CH3:16])=[CH:5][CH:4]=1.B(Br)(Br)Br.